From a dataset of NCI-60 drug combinations with 297,098 pairs across 59 cell lines. Regression. Given two drug SMILES strings and cell line genomic features, predict the synergy score measuring deviation from expected non-interaction effect. (1) Drug 1: CCC1=C2CN3C(=CC4=C(C3=O)COC(=O)C4(CC)O)C2=NC5=C1C=C(C=C5)O. Drug 2: C(=O)(N)NO. Cell line: OVCAR-8. Synergy scores: CSS=25.2, Synergy_ZIP=-9.59, Synergy_Bliss=-1.54, Synergy_Loewe=-51.8, Synergy_HSA=-2.07. (2) Drug 1: C1=CC(=C2C(=C1NCCNCCO)C(=O)C3=C(C=CC(=C3C2=O)O)O)NCCNCCO. Drug 2: C1=CC(=CC=C1CC(C(=O)O)N)N(CCCl)CCCl.Cl. Cell line: SR. Synergy scores: CSS=94.9, Synergy_ZIP=10.1, Synergy_Bliss=9.89, Synergy_Loewe=6.82, Synergy_HSA=11.7. (3) Synergy scores: CSS=6.61, Synergy_ZIP=-1.44, Synergy_Bliss=-0.995, Synergy_Loewe=-2.08, Synergy_HSA=-1.73. Drug 2: CC1CCCC2(C(O2)CC(NC(=O)CC(C(C(=O)C(C1O)C)(C)C)O)C(=CC3=CSC(=N3)C)C)C. Cell line: NCI-H322M. Drug 1: C1CCC(CC1)NC(=O)N(CCCl)N=O. (4) Drug 1: CC1C(C(CC(O1)OC2CC(CC3=C2C(=C4C(=C3O)C(=O)C5=C(C4=O)C(=CC=C5)OC)O)(C(=O)C)O)N)O.Cl. Drug 2: C1=NC2=C(N1)C(=S)N=C(N2)N. Cell line: HOP-92. Synergy scores: CSS=48.9, Synergy_ZIP=-14.2, Synergy_Bliss=-6.67, Synergy_Loewe=-7.52, Synergy_HSA=-3.15. (5) Drug 1: CC1=C(C=C(C=C1)C(=O)NC2=CC(=CC(=C2)C(F)(F)F)N3C=C(N=C3)C)NC4=NC=CC(=N4)C5=CN=CC=C5. Drug 2: C(CN)CNCCSP(=O)(O)O. Cell line: SF-295. Synergy scores: CSS=3.01, Synergy_ZIP=0.524, Synergy_Bliss=0.931, Synergy_Loewe=1.69, Synergy_HSA=0.534. (6) Drug 1: C1=CC(=CC=C1C#N)C(C2=CC=C(C=C2)C#N)N3C=NC=N3. Drug 2: CC1C(C(=O)NC(C(=O)N2CCCC2C(=O)N(CC(=O)N(C(C(=O)O1)C(C)C)C)C)C(C)C)NC(=O)C3=C4C(=C(C=C3)C)OC5=C(C(=O)C(=C(C5=N4)C(=O)NC6C(OC(=O)C(N(C(=O)CN(C(=O)C7CCCN7C(=O)C(NC6=O)C(C)C)C)C)C(C)C)C)N)C. Cell line: A549. Synergy scores: CSS=1.21, Synergy_ZIP=-0.151, Synergy_Bliss=-1.72, Synergy_Loewe=-0.929, Synergy_HSA=-1.37. (7) Drug 1: CC1C(C(=O)NC(C(=O)N2CCCC2C(=O)N(CC(=O)N(C(C(=O)O1)C(C)C)C)C)C(C)C)NC(=O)C3=C4C(=C(C=C3)C)OC5=C(C(=O)C(=C(C5=N4)C(=O)NC6C(OC(=O)C(N(C(=O)CN(C(=O)C7CCCN7C(=O)C(NC6=O)C(C)C)C)C)C(C)C)C)N)C. Drug 2: CC1CCC2CC(C(=CC=CC=CC(CC(C(=O)C(C(C(=CC(C(=O)CC(OC(=O)C3CCCCN3C(=O)C(=O)C1(O2)O)C(C)CC4CCC(C(C4)OC)OCCO)C)C)O)OC)C)C)C)OC. Cell line: UACC-257. Synergy scores: CSS=11.6, Synergy_ZIP=1.17, Synergy_Bliss=3.81, Synergy_Loewe=-0.0978, Synergy_HSA=-0.594. (8) Drug 1: C1=CC(=CC=C1CC(C(=O)O)N)N(CCCl)CCCl.Cl. Cell line: A498. Synergy scores: CSS=20.0, Synergy_ZIP=2.67, Synergy_Bliss=4.34, Synergy_Loewe=-9.25, Synergy_HSA=2.82. Drug 2: CC1CCC2CC(C(=CC=CC=CC(CC(C(=O)C(C(C(=CC(C(=O)CC(OC(=O)C3CCCCN3C(=O)C(=O)C1(O2)O)C(C)CC4CCC(C(C4)OC)OCCO)C)C)O)OC)C)C)C)OC. (9) Drug 1: CC1CCC2CC(C(=CC=CC=CC(CC(C(=O)C(C(C(=CC(C(=O)CC(OC(=O)C3CCCCN3C(=O)C(=O)C1(O2)O)C(C)CC4CCC(C(C4)OC)OCCO)C)C)O)OC)C)C)C)OC. Drug 2: CNC(=O)C1=NC=CC(=C1)OC2=CC=C(C=C2)NC(=O)NC3=CC(=C(C=C3)Cl)C(F)(F)F. Cell line: HT29. Synergy scores: CSS=11.5, Synergy_ZIP=-6.54, Synergy_Bliss=-4.31, Synergy_Loewe=-73.4, Synergy_HSA=-3.85.